Task: Predict the reactants needed to synthesize the given product.. Dataset: Full USPTO retrosynthesis dataset with 1.9M reactions from patents (1976-2016) (1) Given the product [O:4]1[C:5]2([CH2:10][CH2:9][N:8]([C:11]3[CH:12]=[CH:13][C:14]([N:17]4[C:26]5[C:21](=[CH:22][CH:23]=[CH:24][CH:25]=5)[NH:20][CH2:19][CH2:18]4)=[N:15][CH:16]=3)[CH2:7][CH2:6]2)[O:1][CH2:2][CH2:3]1, predict the reactants needed to synthesize it. The reactants are: [O:1]1[C:5]2([CH2:10][CH2:9][N:8]([C:11]3[CH:12]=[CH:13][C:14]([N:17]4[C:26]5[C:21](=[CH:22][CH:23]=[CH:24][CH:25]=5)[N:20](C(O)=O)[CH2:19][CH2:18]4)=[N:15][CH:16]=3)[CH2:7][CH2:6]2)[O:4][CH2:3][CH2:2]1.Cl. (2) The reactants are: C[Si]([N-][Si](C)(C)C)(C)C.[Li+].[N:11]1([C:22]([O:24][CH2:25][C:26]2[CH:31]=[CH:30][CH:29]=[CH:28][CH:27]=2)=[O:23])[CH2:16][CH2:15][CH:14]([C:17]([O:19][CH2:20][CH3:21])=[O:18])[CH2:13][CH2:12]1.IC.[C:34](=O)([O-])O.[Na+]. Given the product [CH3:34][C:14]1([C:17]([O:19][CH2:20][CH3:21])=[O:18])[CH2:13][CH2:12][N:11]([C:22]([O:24][CH2:25][C:26]2[CH:31]=[CH:30][CH:29]=[CH:28][CH:27]=2)=[O:23])[CH2:16][CH2:15]1, predict the reactants needed to synthesize it.